Dataset: Full USPTO retrosynthesis dataset with 1.9M reactions from patents (1976-2016). Task: Predict the reactants needed to synthesize the given product. (1) Given the product [CH2:1]([O:8][C:9]1[C:10]([C:24]([O:26][CH3:27])=[O:25])=[N:11][N:12]2[CH:17]([C:18]([O:20][CH2:21][CH3:22])=[O:19])[CH2:16][N:15]([CH3:28])[C:14](=[O:23])[C:13]=12)[C:2]1[CH:7]=[CH:6][CH:5]=[CH:4][CH:3]=1, predict the reactants needed to synthesize it. The reactants are: [CH2:1]([O:8][C:9]1[C:10]([C:24]([O:26][CH3:27])=[O:25])=[N:11][N:12]2[CH:17]([C:18]([O:20][CH2:21][CH3:22])=[O:19])[CH2:16][NH:15][C:14](=[O:23])[C:13]=12)[C:2]1[CH:7]=[CH:6][CH:5]=[CH:4][CH:3]=1.[C:28]1(C)C=CC=CC=1.IC.[H-].[Na+]. (2) Given the product [Br:27][C:20]1[N:17]2[CH2:18][CH2:19][N:14]([C:12]([C:3]3[CH:4]=[CH:5][CH:6]=[C:7]([C:8]([F:10])([F:9])[F:11])[C:2]=3[Cl:1])=[O:13])[CH2:15][C:16]2=[N:22][C:21]=1[C:23]([F:26])([F:24])[F:25], predict the reactants needed to synthesize it. The reactants are: [Cl:1][C:2]1[C:7]([C:8]([F:11])([F:10])[F:9])=[CH:6][CH:5]=[CH:4][C:3]=1[C:12]([N:14]1[CH2:19][CH2:18][N:17]2[CH:20]=[C:21]([C:23]([F:26])([F:25])[F:24])[N:22]=[C:16]2[CH2:15]1)=[O:13].[Br:27]N1C(=O)CCC1=O.S([O-])([O-])=O.[Na+].[Na+]. (3) Given the product [CH2:29]([N:31]1[CH2:36][CH2:35][CH2:34][CH:33]([O:37][C:6]([C:8]2[CH:9]=[C:10]([C:18]3[N:19]=[C:20]([C:23]4[CH:28]=[CH:27][N:26]=[CH:25][CH:24]=4)[S:21][CH:22]=3)[C:11](=[O:17])[NH:12][C:13]=2[CH:14]([CH3:16])[CH3:15])=[O:7])[CH2:32]1)[CH3:30], predict the reactants needed to synthesize it. The reactants are: N1([C:6]([C:8]2[CH:9]=[C:10]([C:18]3[N:19]=[C:20]([C:23]4[CH:28]=[CH:27][N:26]=[CH:25][CH:24]=4)[S:21][CH:22]=3)[C:11](=[O:17])[NH:12][C:13]=2[CH:14]([CH3:16])[CH3:15])=[O:7])C=CN=C1.[CH2:29]([N:31]1[CH2:36][CH2:35][CH2:34][CH:33]([OH:37])[CH2:32]1)[CH3:30]. (4) Given the product [NH:12]1[C:16]2=[N+:17]([O-:9])[CH:18]=[CH:19][CH:20]=[C:15]2[CH:14]=[CH:13]1, predict the reactants needed to synthesize it. The reactants are: ClC1C=CC=C(C(OO)=[O:9])C=1.[NH:12]1[C:16]2=[N:17][CH:18]=[CH:19][CH:20]=[C:15]2[CH:14]=[CH:13]1.CO. (5) Given the product [CH:20]1([C:26]2[C:27]3[CH:28]=[CH:29][C:30]([C:57]([NH:70][S:67]([C:64]4([CH2:63][CH:60]5[CH2:61][CH2:62]5)[CH2:65][CH2:66]4)(=[O:68])=[O:69])=[O:58])=[CH:31][C:32]=3[N:33]3[CH2:39][C:38]([C:40]([N:42]4[CH:43]5[CH2:49][CH2:48][CH:47]4[CH2:46][N:45]([CH3:50])[CH2:44]5)=[O:41])=[CH:37][C:36]4[CH:51]=[C:52]([O:55][CH3:56])[CH:53]=[CH:54][C:35]=4[C:34]=23)[CH2:25][CH2:24][CH2:23][CH2:22][CH2:21]1, predict the reactants needed to synthesize it. The reactants are: C1N=CN(C(N2C=NC=C2)=O)C=1.FC(F)(F)C(O)=O.[CH:20]1([C:26]2[C:27]3[CH:28]=[CH:29][C:30]([C:57](O)=[O:58])=[CH:31][C:32]=3[N:33]3[CH2:39][C:38]([C:40]([N:42]4[CH:47]5[CH2:48][CH2:49][CH:43]4[CH2:44][N:45]([CH3:50])[CH2:46]5)=[O:41])=[CH:37][C:36]4[CH:51]=[C:52]([O:55][CH3:56])[CH:53]=[CH:54][C:35]=4[C:34]=23)[CH2:25][CH2:24][CH2:23][CH2:22][CH2:21]1.[CH:60]1([CH2:63][C:64]2([S:67]([NH2:70])(=[O:69])=[O:68])[CH2:66][CH2:65]2)[CH2:62][CH2:61]1.C1CCN2C(=NCCC2)CC1. (6) Given the product [C:21]([C:23]1[CH:30]=[CH:29][C:26]([CH2:27][N:5]2[CH2:6][CH2:7][C:2]([CH2:8][N:9]([CH3:20])[C:10]3[CH:19]=[CH:18][C:13]([C:14]([O:16][CH3:17])=[O:15])=[CH:12][CH:11]=3)([OH:1])[CH2:3][CH2:4]2)=[CH:25][CH:24]=1)#[N:22], predict the reactants needed to synthesize it. The reactants are: [OH:1][C:2]1([CH2:8][N:9]([CH3:20])[C:10]2[CH:19]=[CH:18][C:13]([C:14]([O:16][CH3:17])=[O:15])=[CH:12][CH:11]=2)[CH2:7][CH2:6][NH:5][CH2:4][CH2:3]1.[C:21]([C:23]1[CH:30]=[CH:29][C:26]([CH:27]=O)=[CH:25][CH:24]=1)#[N:22].C(O[BH-](OC(=O)C)OC(=O)C)(=O)C.[Na+].C(=O)([O-])O.[Na+]. (7) Given the product [F:11][C:12]1[CH:17]=[CH:16][CH:15]=[CH:14][C:13]=1[C:18]1[N:19]=[C:20]([CH2:38][N:39]([CH3:47])[C:40](=[O:46])[O:41][C:42]([CH3:43])([CH3:44])[CH3:45])[S:21][C:22]=1[S:23]([C:26]1[CH:31]=[CH:30][CH:29]=[C:28]([N:32]2[CH2:36][CH2:35][CH2:34][CH2:33]2)[CH:27]=1)(=[O:25])=[O:24], predict the reactants needed to synthesize it. The reactants are: [Cl-].[Al+3].[Cl-].[Cl-].[H-].[Al+3].[Li+].[H-].[H-].[H-].[F:11][C:12]1[CH:17]=[CH:16][CH:15]=[CH:14][C:13]=1[C:18]1[N:19]=[C:20]([CH2:38][N:39]([CH3:47])[C:40](=[O:46])[O:41][C:42]([CH3:45])([CH3:44])[CH3:43])[S:21][C:22]=1[S:23]([C:26]1[CH:31]=[CH:30][CH:29]=[C:28]([N:32]2[CH2:36][CH2:35][CH2:34][C:33]2=O)[CH:27]=1)(=[O:25])=[O:24].[OH-].[Na+].